From a dataset of CYP2D6 inhibition data for predicting drug metabolism from PubChem BioAssay. Regression/Classification. Given a drug SMILES string, predict its absorption, distribution, metabolism, or excretion properties. Task type varies by dataset: regression for continuous measurements (e.g., permeability, clearance, half-life) or binary classification for categorical outcomes (e.g., BBB penetration, CYP inhibition). Dataset: cyp2d6_veith. The compound is CCOC(=O)c1cc2c(=O)n3ccccc3nc2n(CCCOC)c1=NC(=O)C(C)(C)C. The result is 0 (non-inhibitor).